Dataset: Reaction yield outcomes from USPTO patents with 853,638 reactions. Task: Predict the reaction yield, written as a fraction of the theoretical maximum amount of product (1.0 means a 100% yield; for example, 0.34 means a 34% yield). (1) The reactants are [C:1]([NH:5][C:6]1[N:11]=[C:10]([S:12][CH3:13])[C:9]([C:14]([NH2:16])=[O:15])=[CH:8][N:7]=1)([CH3:4])([CH3:3])[CH3:2].C1(C2[O:25]N2S(C2C=CC=CC=2)(=O)=O)C=CC=CC=1.C(OCC)(=O)C. The catalyst is C(Cl)(Cl)Cl. The product is [C:1]([NH:5][C:6]1[N:11]=[C:10]([S:12]([CH3:13])=[O:25])[C:9]([C:14]([NH2:16])=[O:15])=[CH:8][N:7]=1)([CH3:4])([CH3:2])[CH3:3]. The yield is 0.860. (2) The reactants are [OH:1][C@H:2]([C:7]1[CH:12]=[CH:11][CH:10]=[CH:9][C:8]=1[Cl:13])[C:3]([O:5][CH3:6])=[O:4].C(N(CC)CC)C.[N+:21]([C:24]1[CH:29]=[CH:28][C:27]([S:30](Cl)(=[O:32])=[O:31])=[CH:26][CH:25]=1)([O-:23])=[O:22].Cl. The catalyst is CN(C)C1C=CN=CC=1.ClCCl. The product is [N+:21]([C:24]1[CH:25]=[CH:26][C:27]([S:30]([O:1][C@H:2]([C:7]2[CH:12]=[CH:11][CH:10]=[CH:9][C:8]=2[Cl:13])[C:3]([O:5][CH3:6])=[O:4])(=[O:32])=[O:31])=[CH:28][CH:29]=1)([O-:23])=[O:22]. The yield is 0.980. (3) The reactants are C(OC(=O)[NH:7][C@H:8]([CH2:31][C:32]1[CH:37]=[C:36]([F:38])[C:35]([F:39])=[CH:34][C:33]=1[F:40])[CH2:9][C:10]([N:12]1[CH2:17][CH:16](C(=O)N)[N:15]2[C:21]([C:27]([F:30])([F:29])[F:28])=[N:22][C:23](CCC)=[C:14]2[CH2:13]1)=[O:11])(C)(C)C.FC(F)(F)[C:44]([OH:46])=O. The catalyst is ClCCl. The product is [CH2:8]([NH:7][C:44]([C:23]1[N:22]=[C:21]([C:27]([F:30])([F:29])[F:28])[N:15]2[CH2:16][CH2:17][N:12]([C:10](=[O:11])[CH2:9][C@H:8]([NH2:7])[CH2:31][C:32]3[CH:37]=[C:36]([F:38])[C:35]([F:39])=[CH:34][C:33]=3[F:40])[CH2:13][C:14]=12)=[O:46])[CH2:9][CH3:10]. The yield is 0.431. (4) The reactants are [Br:1][C:2]1[CH:3]=[C:4]([NH:13][CH:14]([CH3:16])[CH3:15])[C:5]([CH3:12])=[C:6]([CH:11]=1)[C:7]([O:9][CH3:10])=[O:8].[C:17](=O)([O-])[O-].[Cs+].[Cs+].[I-].[K+].CI.[NH4+].[Cl-]. The catalyst is C(#N)C. The product is [Br:1][C:2]1[CH:3]=[C:4]([N:13]([CH3:17])[CH:14]([CH3:16])[CH3:15])[C:5]([CH3:12])=[C:6]([CH:11]=1)[C:7]([O:9][CH3:10])=[O:8]. The yield is 0.662. (5) The reactants are I[C:2]1[C:7]2[O:8][CH2:9][O:10][C:6]=2[C:5]([NH:11][C:12](=[O:14])[CH3:13])=[CH:4][CH:3]=1.[K]. The catalyst is CO.[Pd]. The product is [C:12]([NH:11][C:5]1[C:6]2[O:10][CH2:9][O:8][C:7]=2[C:2]([C:9]([O:8][CH3:7])=[O:10])=[CH:3][CH:4]=1)(=[O:14])[CH3:13]. The yield is 0.647. (6) The yield is 0.970. The reactants are [CH3:1][O:2][C:3]1[C:11]([N+:12]([O-:14])=[O:13])=[C:10]2[C:6]([C:7](=[O:16])[C:8](=O)[NH:9]2)=[CH:5][CH:4]=1.C(=O)([O-])[O-].[Cs+].[Cs+].[Cl:23][CH2:24][CH2:25]CI.[OH-:28].[Na+].OO.Cl. The catalyst is CN(C)C(=O)C. The product is [Cl:23][CH2:24][CH2:25][CH2:8][NH:9][C:10]1[C:11]([N+:12]([O-:14])=[O:13])=[C:3]([O:2][CH3:1])[CH:4]=[CH:5][C:6]=1[C:7]([OH:16])=[O:28]. (7) The reactants are Br[C:2]1[CH:3]=[CH:4][C:5]([C:8]2[C:12](CO)(CO)[CH2:11][O:10][N:9]=2)=[N:6][CH:7]=1.[O:17]=[C:18]1[N:22]2[C:23]3[CH:24]=[CH:25][C:26](B4OC(C)(C)C(C)(C)O4)=[CH:27][C:28]=3[CH2:29][C@H:21]2[C@H:20]([CH2:39][NH:40][C:41](=[O:43])[CH3:42])[O:19]1.[C:44]([O-:47])([O-])=O.[K+].[K+].[O:50]1CCOC[CH2:51]1.O. No catalyst specified. The product is [OH:50][CH2:51][C:11]1([CH2:44][OH:47])[O:10][N:9]=[C:8]([C:5]2[N:6]=[CH:7][C:2]([C:26]3[CH:25]=[CH:24][C:23]4[N:22]5[C:18](=[O:17])[O:19][C@@H:20]([CH2:39][NH:40][C:41](=[O:43])[CH3:42])[C@@H:21]5[CH2:29][C:28]=4[CH:27]=3)=[CH:3][CH:4]=2)[CH2:12]1. The yield is 0.320.